This data is from Catalyst prediction with 721,799 reactions and 888 catalyst types from USPTO. The task is: Predict which catalyst facilitates the given reaction. Reactant: [C:1]([O:5][C:6](=[O:35])[NH:7][C:8]1([C:12]2[CH:17]=[CH:16][C:15]([C:18]3[C:19]([C:29]4[CH:34]=[CH:33][CH:32]=[CH:31][CH:30]=4)=[CH:20][C:21]4[NH:26][C:25](=[O:27])[CH2:24][O:23][C:22]=4[N:28]=3)=[CH:14][CH:13]=2)[CH2:11][CH2:10][CH2:9]1)([CH3:4])([CH3:3])[CH3:2].C(=O)([O-])[O-].[K+].[K+].Cl[CH2:43][C:44]([NH2:46])=[O:45]. Product: [C:1]([O:5][C:6](=[O:35])[NH:7][C:8]1([C:12]2[CH:13]=[CH:14][C:15]([C:18]3[C:19]([C:29]4[CH:30]=[CH:31][CH:32]=[CH:33][CH:34]=4)=[CH:20][C:21]4[N:26]([CH2:43][C:44]([NH2:46])=[O:45])[C:25](=[O:27])[CH2:24][O:23][C:22]=4[N:28]=3)=[CH:16][CH:17]=2)[CH2:11][CH2:10][CH2:9]1)([CH3:4])([CH3:2])[CH3:3]. The catalyst class is: 3.